This data is from Full USPTO retrosynthesis dataset with 1.9M reactions from patents (1976-2016). The task is: Predict the reactants needed to synthesize the given product. Given the product [F:1][C:2]1[CH:7]=[C:6]([F:8])[CH:5]=[CH:4][C:3]=1[N:9]1[C:17]([OH:25])=[CH:18][C:19]([C:20]([O:22][CH2:23][CH3:24])=[O:21])=[N:10]1, predict the reactants needed to synthesize it. The reactants are: [F:1][C:2]1[CH:7]=[C:6]([F:8])[CH:5]=[CH:4][C:3]=1[NH:9][NH2:10].C(=O)([O-])[O-].[K+].[K+].[C:17](OCC)(=[O:25])[C:18]#[C:19][C:20]([O:22][CH2:23][CH3:24])=[O:21].